From a dataset of Forward reaction prediction with 1.9M reactions from USPTO patents (1976-2016). Predict the product of the given reaction. Given the reactants [CH:1]([NH:4][C:5]([C:7]1[C:11]2[CH:12]=[CH:13][C:14]([O:16]C)=[CH:15][C:10]=2[O:9][C:8]=1[CH3:18])=[O:6])([CH3:3])[CH3:2].B(Br)(Br)Br, predict the reaction product. The product is: [CH:1]([NH:4][C:5]([C:7]1[C:11]2[CH:12]=[CH:13][C:14]([OH:16])=[CH:15][C:10]=2[O:9][C:8]=1[CH3:18])=[O:6])([CH3:3])[CH3:2].